This data is from Forward reaction prediction with 1.9M reactions from USPTO patents (1976-2016). The task is: Predict the product of the given reaction. (1) Given the reactants I[C:2]1[CH:7]=[CH:6][C:5]([C:8]2[CH:13]=[CH:12][CH:11]=[CH:10][CH:9]=2)=[CH:4][CH:3]=1.[CH2:14]([OH:18])[CH2:15][C:16]#[CH:17], predict the reaction product. The product is: [C:5]1([C:8]2[CH:13]=[CH:12][CH:11]=[CH:10][CH:9]=2)[CH:6]=[CH:7][C:2]([C:17]#[C:16][CH2:15][CH2:14][OH:18])=[CH:3][CH:4]=1. (2) Given the reactants [Cl:1][C:2]1[N:7]=[CH:6][C:5]([CH2:8][OH:9])=[C:4]([NH:10][CH3:11])[C:3]=1[CH3:12], predict the reaction product. The product is: [Cl:1][C:2]1[C:3]([CH3:12])=[C:4]([NH:10][CH3:11])[C:5]([CH:8]=[O:9])=[CH:6][N:7]=1.